From a dataset of Reaction yield outcomes from USPTO patents with 853,638 reactions. Predict the reaction yield, written as a fraction of the theoretical maximum amount of product (1.0 means a 100% yield; for example, 0.34 means a 34% yield). (1) The reactants are [CH3:1][N:2]([CH3:34])[C@H:3]1[CH2:7][CH2:6][N:5]([C:8]2[C:9]([C:28]3[CH:33]=[CH:32][CH:31]=[CH:30][CH:29]=3)=[C:10]([CH3:27])[C:11]([C:25]#[N:26])=[C:12]3[C:16]=2[O:15][C:14](/[CH:17]=[CH:18]/[C:19]2[CH:24]=[CH:23][CH:22]=[CH:21][CH:20]=2)=[N:13]3)[CH2:4]1.Cl.C(O)C.[H][H]. The catalyst is C(O)C. The product is [CH3:34][N:2]([CH3:1])[C@H:3]1[CH2:7][CH2:6][N:5]([C:8]2[C:9]([C:28]3[CH:33]=[CH:32][CH:31]=[CH:30][CH:29]=3)=[C:10]([CH3:27])[C:11]([C:25]#[N:26])=[C:12]3[C:16]=2[O:15][C:14]([CH2:17][CH2:18][C:19]2[CH:24]=[CH:23][CH:22]=[CH:21][CH:20]=2)=[N:13]3)[CH2:4]1. The yield is 0.160. (2) The reactants are [O:1]1[C:5]2[CH:6]=[CH:7][CH:8]=[CH:9][C:4]=2[CH:3]=[C:2]1[S:10]([NH:13][C:14]1[CH:19]=[C:18]([Cl:20])[CH:17]=[CH:16][C:15]=1[S:21][CH2:22][CH2:23][C:24]([O:26][CH3:27])=[O:25])(=[O:12])=[O:11].C1C=C(Cl)C=C(C(OO)=[O:36])C=1. The catalyst is C(Cl)Cl.CCOC(C)=O. The product is [O:1]1[C:5]2[CH:6]=[CH:7][CH:8]=[CH:9][C:4]=2[CH:3]=[C:2]1[S:10]([NH:13][C:14]1[CH:19]=[C:18]([Cl:20])[CH:17]=[CH:16][C:15]=1[S:21]([CH2:22][CH2:23][C:24]([O:26][CH3:27])=[O:25])=[O:36])(=[O:11])=[O:12]. The yield is 0.460. (3) The reactants are [CH2:1]([O:3][C:4]([C:6]1[CH:7]=[N:8][N:9]2[C:14]([NH:15][C:16]3[CH:21]=[CH:20][C:19]([F:22])=[CH:18][C:17]=3[CH3:23])=[C:13]([C:24]([OH:26])=O)[CH:12]=[N:11][C:10]=12)=[O:5])[CH3:2].[CH3:27][C:28]1([CH3:42])[C:41]2[C:36](=[CH:37][CH:38]=[CH:39][CH:40]=2)[C:30]2([CH2:35][CH2:34][NH:33][CH2:32][CH2:31]2)[O:29]1. No catalyst specified. The product is [F:22][C:19]1[CH:20]=[CH:21][C:16]([NH:15][C:14]2[N:9]3[N:8]=[CH:7][C:6]([C:4]([O:3][CH2:1][CH3:2])=[O:5])=[C:10]3[N:11]=[CH:12][C:13]=2[C:24]([N:33]2[CH2:34][CH2:35][C:30]3([C:36]4[C:41](=[CH:40][CH:39]=[CH:38][CH:37]=4)[C:28]([CH3:42])([CH3:27])[O:29]3)[CH2:31][CH2:32]2)=[O:26])=[C:17]([CH3:23])[CH:18]=1. The yield is 0.770. (4) The reactants are [Cl:1][C:2]1[CH:7]=[CH:6][C:5]([CH2:8][C:9]#[N:10])=[CH:4][C:3]=1[C:11]([F:14])([F:13])[F:12].[Cl:15][C:16]1[CH:21]=[C:20]([N+:22]([O-:24])=[O:23])[CH:19]=[C:18]([Cl:25])[C:17]=1Cl.Cl. The catalyst is C1COCC1.[OH-].[Na+]. The product is [Cl:15][C:16]1[CH:21]=[C:20]([N+:22]([O-:24])=[O:23])[CH:19]=[C:18]([Cl:25])[C:17]=1[CH:8]([C:5]1[CH:6]=[CH:7][C:2]([Cl:1])=[C:3]([C:11]([F:12])([F:13])[F:14])[CH:4]=1)[C:9]#[N:10]. The yield is 0.865. (5) The reactants are [O:1]1[C:5]2[CH:6]=[CH:7][C:8]([C:10]3([C:13]([NH:15][C:16]4[CH:25]=[CH:24][C:19]([C:20](OC)=[O:21])=[C:18]([Br:26])[CH:17]=4)=[O:14])[CH2:12][CH2:11]3)=[CH:9][C:4]=2[O:3][CH2:2]1.[Li+].[BH4-]. The catalyst is C1COCC1.CCOCC.O. The product is [O:1]1[C:5]2[CH:6]=[CH:7][C:8]([C:10]3([C:13]([NH:15][C:16]4[CH:25]=[CH:24][C:19]([CH2:20][OH:21])=[C:18]([Br:26])[CH:17]=4)=[O:14])[CH2:12][CH2:11]3)=[CH:9][C:4]=2[O:3][CH2:2]1. The yield is 0.740. (6) The reactants are C([O:8][C:9]1[CH:14]=[CH:13][C:12]([N+:15]([O-])=O)=[C:11]([CH3:18])[C:10]=1[F:19])C1C=CC=CC=1.[CH3:20]OC(OC)N(C)C. The catalyst is [Pd]. The product is [F:19][C:10]1[C:9]([OH:8])=[CH:14][CH:13]=[C:12]2[C:11]=1[CH:18]=[CH:20][NH:15]2. The yield is 0.520. (7) The reactants are Cl[C:2]1[N:9]=[C:8]([C:10]([F:13])([F:12])[F:11])[CH:7]=[CH:6][C:3]=1[C:4]#[N:5].[N:14]([CH2:17][CH2:18][CH:19]([OH:24])[C:20]([F:23])([F:22])[F:21])=[N+:15]=[N-:16].C(=O)([O-])[O-].[Cs+].[Cs+]. The catalyst is CN(C=O)C.O. The product is [N:14]([CH2:17][CH2:18][CH:19]([C:20]([F:21])([F:23])[F:22])[O:24][C:2]1[N:9]=[C:8]([C:10]([F:13])([F:12])[F:11])[CH:7]=[CH:6][C:3]=1[C:4]#[N:5])=[N+:15]=[N-:16]. The yield is 0.900.